Predict the product of the given reaction. From a dataset of Forward reaction prediction with 1.9M reactions from USPTO patents (1976-2016). Given the reactants [C:1]([C:3]1[CH:8]=[CH:7][C:6]([CH2:9][C:10](OC)=[O:11])=[C:5]([N+:14]([O-])=O)[CH:4]=1)#[N:2], predict the reaction product. The product is: [O:11]=[C:10]1[CH2:9][C:6]2[C:5](=[CH:4][C:3]([C:1]#[N:2])=[CH:8][CH:7]=2)[NH:14]1.